Regression. Given a peptide amino acid sequence and an MHC pseudo amino acid sequence, predict their binding affinity value. This is MHC class I binding data. From a dataset of Peptide-MHC class I binding affinity with 185,985 pairs from IEDB/IMGT. (1) The peptide sequence is NTITTFIPI. The MHC is HLA-A02:01 with pseudo-sequence HLA-A02:01. The binding affinity (normalized) is 0.376. (2) The peptide sequence is LVLQAGFFL. The MHC is HLA-A68:01 with pseudo-sequence HLA-A68:01. The binding affinity (normalized) is 0.0904. (3) The peptide sequence is MSWESTAEY. The MHC is HLA-C03:03 with pseudo-sequence HLA-C03:03. The binding affinity (normalized) is 0.341. (4) The peptide sequence is FQYEHEQTF. The MHC is HLA-B48:01 with pseudo-sequence HLA-B48:01. The binding affinity (normalized) is 0.437. (5) The peptide sequence is AMSAQAAAF. The MHC is HLA-B46:01 with pseudo-sequence HLA-B46:01. The binding affinity (normalized) is 0.0847.